This data is from Catalyst prediction with 721,799 reactions and 888 catalyst types from USPTO. The task is: Predict which catalyst facilitates the given reaction. (1) Reactant: [Br:1][C:2]1[CH:7]=[CH:6][C:5]([OH:8])=[C:4]([C:9]2([CH3:15])[CH2:14][CH2:13][CH2:12][CH2:11][CH2:10]2)[CH:3]=1.C(N(CC)CC)C.[Si:23](Cl)([C:26]([CH3:29])([CH3:28])[CH3:27])([CH3:25])[CH3:24].O. Product: [Br:1][C:2]1[CH:7]=[CH:6][C:5]([O:8][Si:23]([C:26]([CH3:29])([CH3:28])[CH3:27])([CH3:25])[CH3:24])=[C:4]([C:9]2([CH3:15])[CH2:14][CH2:13][CH2:12][CH2:11][CH2:10]2)[CH:3]=1. The catalyst class is: 241. (2) Reactant: [F:1][C:2]1[CH:20]=[C:19]([F:21])[CH:18]=[CH:17][C:3]=1[O:4][C:5]1[CH:6]=[CH:7][C:8]2[N:12]=[C:11]([CH2:13][OH:14])[N:10]([CH3:15])[C:9]=2[CH:16]=1.O[C:23]1[CH:24]=[C:25]([CH:30]=[CH:31][CH:32]=1)[C:26]([O:28][CH3:29])=[O:27].C(P(CCCC)CCCC)CCC.N(C(N1CCCCC1)=O)=NC(N1CCCCC1)=O. Product: [F:1][C:2]1[CH:20]=[C:19]([F:21])[CH:18]=[CH:17][C:3]=1[O:4][C:5]1[CH:6]=[CH:7][C:8]2[N:12]=[C:11]([CH2:13][O:14][C:23]3[CH:24]=[C:25]([CH:30]=[CH:31][CH:32]=3)[C:26]([O:28][CH3:29])=[O:27])[N:10]([CH3:15])[C:9]=2[CH:16]=1. The catalyst class is: 4. (3) Reactant: [C:1](Cl)([C:18]1[CH:23]=[CH:22][CH:21]=[CH:20][CH:19]=1)([C:10]1[CH:17]=[CH:16][C:13]([O:14][CH3:15])=[CH:12][CH:11]=1)[C:2]1[CH:9]=[CH:8][C:5]([O:6][CH3:7])=[CH:4][CH:3]=1.[C:25]([NH:28][C:29]1[CH:34]=[CH:33][N:32]([CH2:35][C@H:36]([C@H:39]([OH:41])[CH3:40])[CH2:37][OH:38])[C:31](=[O:42])[N:30]=1)(=[O:27])[CH3:26]. Product: [CH3:7][O:6][C:5]1[CH:8]=[CH:9][C:2]([C:1]([C:10]2[CH:17]=[CH:16][C:13]([O:14][CH3:15])=[CH:12][CH:11]=2)([C:18]2[CH:23]=[CH:22][CH:21]=[CH:20][CH:19]=2)[O:38][CH2:37][C@H:36]([CH2:35][N:32]2[CH:33]=[CH:34][C:29]([NH:28][C:25](=[O:27])[CH3:26])=[N:30][C:31]2=[O:42])[C@H:39]([OH:41])[CH3:40])=[CH:3][CH:4]=1. The catalyst class is: 17. (4) Reactant: Br[C:2]1[N:7]=[CH:6][C:5]2[NH:8][C:9]([C:11]3[N:12]([CH3:20])[N:13]=[C:14]([C:16]([CH3:19])([CH3:18])[CH3:17])[CH:15]=3)=[N:10][C:4]=2[CH:3]=1.[Cl:21][C:22]1[CH:27]=[CH:26][CH:25]=[CH:24][C:23]=1B(O)O.C([O-])([O-])=O.[Na+].[Na+]. Product: [C:16]([C:14]1[CH:15]=[C:11]([C:9]2[NH:8][C:5]3[CH:6]=[N:7][C:2]([C:23]4[CH:24]=[CH:25][CH:26]=[CH:27][C:22]=4[Cl:21])=[CH:3][C:4]=3[N:10]=2)[N:12]([CH3:20])[N:13]=1)([CH3:19])([CH3:18])[CH3:17]. The catalyst class is: 57. (5) Reactant: [CH3:1][N:2]1[CH2:7][CH2:6][N:5]([C:8]2[C:16]3[C:11](=[CH:12][C:13]([C:17]([O-:19])=O)=[CH:14][CH:15]=3)[NH:10][N:9]=2)[CH2:4][CH2:3]1.[Li+].C(Cl)CCl.C1C=CC2N(O)N=NC=2C=1.CCN(CC)CC.[F:42][C:43]([F:53])([F:52])[C:44]1[CH:51]=[CH:50][C:47]([CH2:48][NH2:49])=[CH:46][CH:45]=1. Product: [F:42][C:43]([F:52])([F:53])[C:44]1[CH:51]=[CH:50][C:47]([CH2:48][NH:49][C:17]([C:13]2[CH:12]=[C:11]3[C:16]([C:8]([N:5]4[CH2:4][CH2:3][N:2]([CH3:1])[CH2:7][CH2:6]4)=[N:9][NH:10]3)=[CH:15][CH:14]=2)=[O:19])=[CH:46][CH:45]=1. The catalyst class is: 39.